Dataset: Catalyst prediction with 721,799 reactions and 888 catalyst types from USPTO. Task: Predict which catalyst facilitates the given reaction. (1) Reactant: CC1(C)C(C=C[C:13]2[CH2:39][CH2:38][CH2:37]/[C:15](=[CH:16]/[CH:17]=[C:18]3/C(C)(C)C4C(N/3CCCCS(O)(=O)=O)=CC=CC=4)/[C:14]=2[O:40][C:41]2[CH:46]=[CH:45][C:44](OCCCCNCC3OC(O)C(N)C(O)C3O)=[CH:43][CH:42]=2)=[N+](CCCCS([O-])(=O)=O)C2C1=CC=CC=2.[O-]C1C=CC=CC=1.[Na+].C(=O)(OCC=CC1C=CC=CC=1)OCC. Product: [C:15]1([CH:14]([O:40][C:41]2[CH:42]=[CH:43][CH:44]=[CH:45][CH:46]=2)[CH:13]=[CH2:39])[CH:16]=[CH:17][CH:18]=[CH:38][CH:37]=1. The catalyst class is: 220. (2) Reactant: Br[C:2]1[CH:12]=[N:11][C:5]2[N:6]=[C:7]([NH2:10])[N:8]=[CH:9][C:4]=2[CH:3]=1.[CH3:13][O:14][C:15]1[CH:16]=[C:17](B(O)O)[CH:18]=[C:19]([O:21][CH3:22])[CH:20]=1.C(=O)([O-])[O-].[K+].[K+]. Product: [CH3:13][O:14][C:15]1[CH:16]=[C:17]([C:2]2[CH:12]=[N:11][C:5]3[N:6]=[C:7]([NH2:10])[N:8]=[CH:9][C:4]=3[CH:3]=2)[CH:18]=[C:19]([O:21][CH3:22])[CH:20]=1. The catalyst class is: 117.